This data is from Experimentally validated miRNA-target interactions with 360,000+ pairs, plus equal number of negative samples. The task is: Binary Classification. Given a miRNA mature sequence and a target amino acid sequence, predict their likelihood of interaction. (1) Result: 0 (no interaction). The protein sequence of the target gene is MDHYDSQQTNDYMQPEEDWDRDLLLDPAWEKQQRKTFTAWCNSHLRKAGTQIENIEEDFRDGLKLMLLLEVISGERLAKPERGKMRVHKISNVNKALDFIASKGVKLVSIGAEEIVDGNVKMTLGMIWTIILRFAIQDISVEETSAKEGLLLWCQRKTAPYKNVNIQNFHISWKDGLGFCALIHRHRPELIDYGKLRKDDPLTNLNTAFDVAERFLDIPKMLDAEDIVGTARPDEKAIMTYVSSFYHAFSGAQKAETAANRICKVLAVNQENEQLMEDYEKLASDLLEWIRRTIPWLENR.... The miRNA is dme-miR-303-5p with sequence UUUAGGUUUCACAGGAAACUGGU. (2) The miRNA is hsa-miR-1343-5p with sequence UGGGGAGCGGCCCCCGGGUGGG. The protein sequence of the target gene is MDLIRGVLLRLLLLASSLGPGAVSLRAAIRKPGKVGPPLDIKLGALNCTAFSIQWKMPRHPGSPILGYTVFYSEVGADKSLQEQLHSVPLSRDIPTTEEVIGDLKPGTEYRVSIAAYSQAGKGRLSSPRHVTTLSQDSCLPPAAPQQPHVIVVSDSEVALSWKPGASEGSAPIQYYSVEFIRPDFDKKWTSIHERIQMDSMVIKGLDPDTNYQFAVRAMNSHGPSPRSWPSDIIRTLCPEEAGSGRYGPRYITDMGAGEDDEGFEDDLDLDISFEEVKPLPATKGGNKKFLVESKKMSIS.... Result: 0 (no interaction). (3) The miRNA is hsa-miR-623 with sequence AUCCCUUGCAGGGGCUGUUGGGU. The protein sequence of the target gene is MEVVEVESPLNPSCKIMTFRPSMEEFREFNKYLAYMESKGAHRAGLAKVIPPKEWKPRQCYDDIDNLLIPAPIQQMVTGQSGLFTQYNIQKKAMTVKEFRQLANSSKYCTPRYLDYEDLERKYWKNLTFVAPIYGADINGSIYDEGVDEWNIARLNTVLDVVEEECGISIEGVNTPYLYFGMWKTTFAWHTEDMDLYSINYLHFGEPKSWYAIPPEHGKRLERLAQGFFPSSSQGCDAFLRHKMTLISPSVLKKYGIPFDKITQEAGEFMITFPYGYHAGFNHGFNCAESTNFATVRWID.... Result: 0 (no interaction).